Dataset: Forward reaction prediction with 1.9M reactions from USPTO patents (1976-2016). Task: Predict the product of the given reaction. (1) Given the reactants [CH:1]([C:3]1[CH:8]=[CH:7][C:6](/[CH:9]=[CH:10]/[C:11]([O:13][CH2:14][CH3:15])=[O:12])=[CH:5][CH:4]=1)=[O:2], predict the reaction product. The product is: [OH:2][CH2:1][C:3]1[CH:8]=[CH:7][C:6]([CH2:9][CH2:10][C:11]([O:13][CH2:14][CH3:15])=[O:12])=[CH:5][CH:4]=1. (2) Given the reactants [N:1]1([CH2:7][C:8]2[CH:22]=[CH:21][C:11]3[NH:12][C:13]([C:15]4[C:19]([NH2:20])=[CH:18][NH:17][N:16]=4)=[N:14][C:10]=3[CH:9]=2)[CH2:6][CH2:5][O:4][CH2:3][CH2:2]1.[N:23]1(C(Cl)=O)[CH2:28][CH2:27][O:26][CH2:25][CH2:24]1.C([N:35]([CH:38](C)C)CC)(C)C.C1C[O:44]CC1, predict the reaction product. The product is: [N:23]1([N:20]([C:19]2[C:15]([C:13]3[NH:12][C:11]4[CH:21]=[CH:22][C:8]([CH2:7][N:1]5[CH2:6][CH2:5][O:4][CH2:3][CH2:2]5)=[CH:9][C:10]=4[N:14]=3)=[N:16][NH:17][CH:18]=2)[C:38]([NH2:35])=[O:44])[CH2:24][CH2:25][O:26][CH2:27][CH2:28]1. (3) Given the reactants [Br:1][C:2]1[CH:3]=[N:4][C:5]2[N:6]([N:8]=[C:9]([C:11]([OH:13])=O)[CH:10]=2)[CH:7]=1.[CH3:14][O:15][C:16]1[CH:25]=[C:24]2[C:19]([CH2:20][CH2:21][NH:22][CH:23]2[CH3:26])=[CH:18][CH:17]=1, predict the reaction product. The product is: [Br:1][C:2]1[CH:3]=[N:4][C:5]2[N:6]([N:8]=[C:9]([C:11]([N:22]3[CH2:21][CH2:20][C:19]4[C:24](=[CH:25][C:16]([O:15][CH3:14])=[CH:17][CH:18]=4)[CH:23]3[CH3:26])=[O:13])[CH:10]=2)[CH:7]=1. (4) Given the reactants [NH2:1][CH2:2][C@H:3]([NH:11][C:12]1[N:17]=[C:16]([N:18]([CH3:31])[C:19]2[CH:24]=[CH:23][N:22]=[C:21]([C:25]3[CH:30]=[CH:29][CH:28]=[CH:27][CH:26]=3)[N:20]=2)[CH:15]=[CH:14][N:13]=1)[CH2:4][C:5]1[CH:10]=[CH:9][CH:8]=[CH:7][CH:6]=1.[CH3:32][C:33]([CH3:35])=O.C(O[BH-](OC(=O)C)OC(=O)C)(=O)C.[Na+], predict the reaction product. The product is: [CH:33]([NH:1][CH2:2][C@H:3]([NH:11][C:12]1[N:17]=[C:16]([N:18]([CH3:31])[C:19]2[CH:24]=[CH:23][N:22]=[C:21]([C:25]3[CH:30]=[CH:29][CH:28]=[CH:27][CH:26]=3)[N:20]=2)[CH:15]=[CH:14][N:13]=1)[CH2:4][C:5]1[CH:10]=[CH:9][CH:8]=[CH:7][CH:6]=1)([CH3:35])[CH3:32]. (5) Given the reactants C(OC(=O)[NH:7][C:8]1[C:13]2S[C:15](C3C(F)=CC=CC=3[Cl:24])=[N:16][C:12]=2C(F)=C[N:9]=1)(C)(C)C.Br[C:28]1[C:33]2[S:34][C:35]([C:37]3[C:42]([F:43])=[CH:41][CH:40]=[CH:39][C:38]=3[Cl:44])=[N:36][C:32]=2[C:31]([F:45])=[CH:30][N:29]=1.C(OC(=O)[NH2:52])(C)(C)C.CC1(C)C2C(=C(P(C3C=CC=CC=3)C3C=CC=CC=3)C=CC=2)OC2C(P(C3C=CC=CC=3)C3C=CC=CC=3)=CC=CC1=2.[O-]P([O-])([O-])=O.[K+].[K+].[K+], predict the reaction product. The product is: [ClH:24].[Cl:44][C:38]1[CH:39]=[CH:40][CH:41]=[C:42]([F:43])[C:37]=1[C:35]1[S:34][C:33]2[C:28]([NH:52][C:12]3[CH:13]=[C:8]([NH2:7])[N:9]=[CH:15][N:16]=3)=[N:29][CH:30]=[C:31]([F:45])[C:32]=2[N:36]=1. (6) Given the reactants [CH2:1]([O:5][C:6]1[C:14]2[CH:13]=[C:12]([C:15]3[O:19][C:18]([CH3:20])=[N:17][N:16]=3)[O:11][C:10]=2[CH:9]=[CH:8][CH:7]=1)[C@H:2]1[O:4][CH2:3]1.[CH3:21][O:22][C:23]1[CH:24]=[C:25]([CH:31]2[CH2:36][CH2:35][NH:34][CH2:33][CH2:32]2)[CH:26]=[CH:27][C:28]=1[O:29][CH3:30], predict the reaction product. The product is: [CH3:21][O:22][C:23]1[CH:24]=[C:25]([CH:31]2[CH2:32][CH2:33][N:34]([CH2:3][C@H:2]([OH:4])[CH2:1][O:5][C:6]3[C:14]4[CH:13]=[C:12]([C:15]5[O:19][C:18]([CH3:20])=[N:17][N:16]=5)[O:11][C:10]=4[CH:9]=[CH:8][CH:7]=3)[CH2:35][CH2:36]2)[CH:26]=[CH:27][C:28]=1[O:29][CH3:30].